From a dataset of NCI-60 drug combinations with 297,098 pairs across 59 cell lines. Regression. Given two drug SMILES strings and cell line genomic features, predict the synergy score measuring deviation from expected non-interaction effect. Drug 1: CN1CCC(CC1)COC2=C(C=C3C(=C2)N=CN=C3NC4=C(C=C(C=C4)Br)F)OC. Drug 2: CC1CCC2CC(C(=CC=CC=CC(CC(C(=O)C(C(C(=CC(C(=O)CC(OC(=O)C3CCCCN3C(=O)C(=O)C1(O2)O)C(C)CC4CCC(C(C4)OC)OCCO)C)C)O)OC)C)C)C)OC. Cell line: HOP-62. Synergy scores: CSS=26.4, Synergy_ZIP=6.13, Synergy_Bliss=6.62, Synergy_Loewe=1.15, Synergy_HSA=7.08.